This data is from Peptide-MHC class II binding affinity with 134,281 pairs from IEDB. The task is: Regression. Given a peptide amino acid sequence and an MHC pseudo amino acid sequence, predict their binding affinity value. This is MHC class II binding data. The peptide sequence is ISIVQMAPVSAMVRM. The MHC is DRB1_0101 with pseudo-sequence DRB1_0101. The binding affinity (normalized) is 0.934.